Dataset: Reaction yield outcomes from USPTO patents with 853,638 reactions. Task: Predict the reaction yield, written as a fraction of the theoretical maximum amount of product (1.0 means a 100% yield; for example, 0.34 means a 34% yield). The reactants are [NH2:1][C@@H:2]([CH2:33][C:34]1[CH:39]=[CH:38][CH:37]=[CH:36][CH:35]=1)[C@@H:3]([OH:32])[CH2:4][C@H:5]([NH:19][C:20]([C@@H:22]([NH:27][C:28](=[O:31])[O:29][CH3:30])[C:23]([CH3:26])([CH3:25])[CH3:24])=[O:21])[CH2:6][C:7]1[CH:12]=[CH:11][C:10]([C:13]2[CH:18]=[CH:17][CH:16]=[CH:15][N:14]=2)=[CH:9][CH:8]=1.[CH3:40][O:41][C:42]1[CH:43]=[C:44]([CH:60]=[CH:61][CH:62]=1)[CH2:45][N:46]1[CH2:50][CH2:49][N:48]([C@@H:51]([C:55]([CH3:58])([CH3:57])[CH3:56])[C:52](O)=[O:53])[C:47]1=[O:59].CCOP(ON1N=NC2C=CC=CC=2C1=O)(OCC)=O.C(N(CC)C(C)C)(C)C. The catalyst is C1COCC1. The product is [OH:32][C@H:3]([C@@H:2]([NH:1][C:52](=[O:53])[C@@H:51]([N:48]1[CH2:49][CH2:50][N:46]([CH2:45][C:44]2[CH:60]=[CH:61][CH:62]=[C:42]([O:41][CH3:40])[CH:43]=2)[C:47]1=[O:59])[C:55]([CH3:58])([CH3:57])[CH3:56])[CH2:33][C:34]1[CH:35]=[CH:36][CH:37]=[CH:38][CH:39]=1)[CH2:4][C@H:5]([NH:19][C:20]([C@@H:22]([NH:27][C:28](=[O:31])[O:29][CH3:30])[C:23]([CH3:26])([CH3:25])[CH3:24])=[O:21])[CH2:6][C:7]1[CH:12]=[CH:11][C:10]([C:13]2[CH:18]=[CH:17][CH:16]=[CH:15][N:14]=2)=[CH:9][CH:8]=1. The yield is 0.540.